Dataset: Experimentally validated miRNA-target interactions with 360,000+ pairs, plus equal number of negative samples. Task: Binary Classification. Given a miRNA mature sequence and a target amino acid sequence, predict their likelihood of interaction. (1) The miRNA is mmu-miR-698-3p with sequence CAUUCUCGUUUCCUUCCCU. The protein sequence of the target gene is MSTTSKESLVCNLRQLKCHFTWNLIAEDESLDEFEDRVFNKDEFQNSEFKATMCNILAYVKHCRGLNEAALQCLGEAEGFIQQQHPDQVEIRSLVTWGNYAWVYYHMGQFSKAQAYLDKVKQVCKKFSSPYRIENPALDCEEGWARLKCTKNQNERVKVCFQKALEKDPKNPEFTSGWAIAFYRLDDWPARNYCIDSLEQAIQLSPDNTYVKVLLALKLDAVHVHKNQAMALVEEALKKDPSAIDTLLRAARFYCKVYDTDRAIQLLRKALEKLPNNAYVHYYMGCCYRSKVHHMLNRRE.... Result: 0 (no interaction). (2) The miRNA is hsa-miR-6846-5p with sequence UGGGGGCUGGAUGGGGUAGAGU. The protein sequence of the target gene is MATAGGGSGADPGSRGLLRLLSFCVLLAGLCRGNSVERKIYIPLNKTAPCVRLLNATHQIGCQSSISGDTGVIHVVEKEEDLQWVLTDGPNPPYMVLLESKHFTRDLMEKLKGRTSRIAGLAVSLTKPSPASGFSPSVQCPNDGFGVYSNSYGPEFAHCREIQWNSLGNGLAYEDFSFPIFLLEDENETKVIKQCYQDHNLSQNGSAPTFPLCAMQLFSHMHAVISTATCMRRSSIQSTFSINPEIVCDPLSDYNVWSMLKPINTTGTLKPDDRVVVAATRLDSRSFFWNVAPGAESAVA.... Result: 0 (no interaction). (3) The miRNA is hsa-miR-135b-3p with sequence AUGUAGGGCUAAAAGCCAUGGG. The protein sequence of the target gene is MTNSSFFCPVYKDLEPFTYFFYLVFLVGIIGSCFATWAFIQKNTNHRCVSIYLINLLTADFLLTLALPVKIVVDLGVAPWKLKIFHCQVTACLIYINMYLSIIFLAFVSIDRCLQLTHSCKIYRIQEPGFAKMISTVVWLMVLLIMVPNMMIPIKDIKEKSNVGCMEFKKEFGRNWHLLTNFICVAIFLNFSAIILISNCLVIRQLYRNKDNENYPNVKKALINILLVTTGYIICFVPYHIVRIPYTLSQTEVITDCSTRISLFKAKEATLLLAVSNLCFDPILYYHLSKAFRSKVTETF.... Result: 0 (no interaction). (4) The miRNA is hsa-miR-3158-5p with sequence CCUGCAGAGAGGAAGCCCUUC. Result: 1 (interaction). The protein sequence of the target gene is MAAGRLLLYTGLSLALCALGMLAVAICSDHWYETDARKHRDRCKAFNTRRVDPGFIYNNNNNLPLRASRSRLDRWEGKLLRARNRRQLFAMSPADECSRQYNSTNMGLWRKCHRQGFDPEIAALIRKGEIERCTYIKYHYSSATIPRNLTFNITKTIRQDEWHALHLRRMTAGFMGMAVAIILFGWIIGVLGCCWDRGLMQYVAGLLFLMGGTFCIISLCTCVAGINFELSRYPRYLYGLPDDISHGYGWSMFCAWGGLGLTLISGFFCTLAPSVQPVPRTNYPKSRPENGTVC. (5) The miRNA is hsa-miR-4743-3p with sequence UUUCUGUCUUUUCUGGUCCAG. The protein sequence of the target gene is MISLKVCGFIQIWSQKTGMTKLKEALIETVQRQKEIKLVVTFKSGKFIRIFQLSNNIRSVVLRHCKKRQSHLRLTLKNNVFLFIDKLSYRDAKQLNMFLDIIHQNKSQQPMKSDDDWSVFESRNMLKEIDKTSFYSICNKPSYQKMPLFMSKSPTHVKKGILENQGGKGQNTLSSDVQTNEDILKEDNPVPNKKYKTDSLKYIQSNRKNPSSLEDLEKDRDLKLGPSFNTNCNGNPNLDETVLATQTLNAKNGLTSPLEPEHSQGDPRCNKAQVPLDSHSQQLQQGFPNLGNTCYMNAVL.... Result: 0 (no interaction). (6) The miRNA is hsa-miR-526b-5p with sequence CUCUUGAGGGAAGCACUUUCUGU. The protein sequence of the target gene is MYSNVIGTVTSGKRKVYLLSLLLIGFWDCVTCHGSPVDICTAKPRDIPMNPMCIYRSPEKKATEDEGSEQKIPEATNRRVWELSKANSRFATTFYQHLADSKNDNDNIFLSPLSISTAFAMTKLGACNDTLQQLMEVFKFDTISEKTSDQIHFFFAKLNCRLYRKANKSSKLVSANRLFGDKSLTFNETYQDISELVYGAKLQPLDFKENAEQSRAAINKWVSNKTEGRITDVIPSEAINELTVLVLVNTIYFKGLWKSKFSPENTRKELFYKADGESCSASMMYQEGKFRYRRVAEGTQ.... Result: 1 (interaction). (7) The miRNA is hsa-miR-3943 with sequence UAGCCCCCAGGCUUCACUUGGCG. The protein sequence of the target gene is MGWLCSGLLFPVSCLVLLQVASSGNMKVLQEPTCVSDYMSISTCEWKMNGPTNCSTELRLLYQLVFLLSEAHTCIPENNGGAGCVCHLLMDDVVSADNYTLDLWAGQQLLWKGSFKPSEHVKPRAPGNLTVHTNVSDTLLLTWSNPYPPDNYLYNHLTYAVNIWSENDPADFRIYNVTYLEPSLRIAASTLKSGISYRARVRAWAQCYNTTWSEWSPSTKWHNSYREPFEQHLLLGVSVSCIVILAVCLLCYVSITKIKKEWWDQIPNPARSRLVAIIIQDAQGSQWEKRSRGQEPAKCP.... Result: 0 (no interaction). (8) The miRNA is hsa-miR-223-5p with sequence CGUGUAUUUGACAAGCUGAGUU. The protein sequence of the target gene is MASSCAVQVKLELGHRAQVRKKPTVEGFTHDWMVFVRGPEHSNIQHFVEKVVFHLHESFPRPKRVCKDPPYKVEESGYAGFILPIEVYFKNKEEPRKVRFDYDLFLHLEGHPPVNHLRCEKLTFNNPTEDFRRKLLKAGGDPNRSIHTSSSSSSSSSSSSSSSSSSSSSSSSSSSSSSSSSSSSSSSSSSTSFSKPHKLMKEHKEKPSKDSREHKSAFKEPSRDHNKSSKESSKKPKENKPLKEEKIVPKMAFKEPKPMSKEPKPDSNLLTITSGQDKKAPSKRPPISDSEELSAKKRKK.... Result: 1 (interaction). (9) The miRNA is hsa-miR-4756-3p with sequence CCAGAGAUGGUUGCCUUCCUAU. The protein sequence of the target gene is MEPSPLSPSGAALPLPLSLAPPPLPLPAAAVVHVSFPEVTSALLESLNQQRLQGQLCDVSIRVQGREFRAHRAVLAASSPYFHDQVLLKGMTSISLPSVMDPGAFETVLASAYTGRLSMAAADIVNFLTVGSVLQMWHIVDKCTELLREGRASATTTITTAAATSVTVPGAGVPSGSGGTVAPATMGSARSHASSRASENQSPSSSNYFSPRESTDFSSSSQEAFAASAVGSGERRGGGPVFPAPVVGSGGATSGKLLLEADELCDDGGDGRGAVVPGAGLRRPTYTPPSIMPQKHWVYV.... Result: 1 (interaction). (10) The miRNA is hsa-miR-187-5p with sequence GGCUACAACACAGGACCCGGGC. The protein sequence of the target gene is MAAVELEWIPETLYNTAISAVVDNYIRSRRDIRSLPENIQFDVYYKLYQQGRLCQLGSEFCELEVFAKVLRALDKRHLLHHCFQALMDHGVKVASVLAYSFSRRCSYIAESDAAVKEKAIQVGFVLGGFLSDAGWYSDAEKVFLSCLQLCTLHDEMLHWFRAVECCVRLLHVRNGNCKYHLGEETFKLAQTYMDKLSKHGQQANKAALYGELCALLFAKSHYDEAYKWCIEAMKEITAGLPVKVVVDVLRQASKACVVKREFKKAEQLIKHAVYLARDHFGSKHPKYSDTLLDYGFYLLN.... Result: 0 (no interaction).